Predict which catalyst facilitates the given reaction. From a dataset of Catalyst prediction with 721,799 reactions and 888 catalyst types from USPTO. (1) Reactant: [N:1]1[C:10]2[C:5](=[CH:6][CH:7]=[CH:8][C:9]=2[OH:11])[CH:4]=[CH:3][C:2]=1[OH:12].C([O-])([O-])=O.[K+].[K+].[CH2:19](Br)[C:20]1[CH:25]=[CH:24][CH:23]=[CH:22][CH:21]=1.CN(C=O)C. Product: [CH2:19]([O:11][C:9]1[CH:8]=[CH:7][CH:6]=[C:5]2[C:10]=1[N:1]=[C:2]([OH:12])[CH:3]=[CH:4]2)[C:20]1[CH:25]=[CH:24][CH:23]=[CH:22][CH:21]=1. The catalyst class is: 6. (2) Reactant: [H-].[K+].Br[C:4]1[CH:12]=[C:11]2[C:7]([CH:8]=[CH:9][NH:10]2)=[CH:6][CH:5]=1.C([Li])(C)(C)C.CN(C)[CH:20]=[O:21].P(=O)(O)(O)O. Product: [NH:10]1[C:11]2[C:7](=[CH:6][CH:5]=[C:4]([CH:20]=[O:21])[CH:12]=2)[CH:8]=[CH:9]1. The catalyst class is: 788.